This data is from Reaction yield outcomes from USPTO patents with 853,638 reactions. The task is: Predict the reaction yield, written as a fraction of the theoretical maximum amount of product (1.0 means a 100% yield; for example, 0.34 means a 34% yield). (1) The catalyst is C(O)C. The reactants are [Br:1][CH2:2][C:3]1[CH:4]=[C:5]([CH:8]=[CH:9][CH:10]=1)[CH:6]=O.[NH2:11][OH:12]. The yield is 0.580. The product is [Br:1][CH2:2][C:3]1[CH:4]=[C:5]([CH:8]=[CH:9][CH:10]=1)[CH:6]=[N:11][OH:12]. (2) The catalyst is CO. The yield is 0.630. The reactants are [Br:1][C:2]1[CH:11]=[CH:10][C:5]([C:6]([O:8]C)=O)=[C:4]([CH2:12]Br)[CH:3]=1.[NH2:14][CH2:15][CH2:16][NH:17][C:18](=[O:24])[O:19][C:20]([CH3:23])([CH3:22])[CH3:21]. The product is [Br:1][C:2]1[CH:3]=[C:4]2[C:5](=[CH:10][CH:11]=1)[C:6](=[O:8])[N:14]([CH2:15][CH2:16][NH:17][C:18](=[O:24])[O:19][C:20]([CH3:22])([CH3:21])[CH3:23])[CH2:12]2.